Dataset: Forward reaction prediction with 1.9M reactions from USPTO patents (1976-2016). Task: Predict the product of the given reaction. (1) Given the reactants N([O-])=O.[Na+].[Cl:5][C:6]1[CH:7]=[C:8]([CH:19]=[CH:20][C:21]=1[Cl:22])[O:9][C:10]1[CH:16]=[CH:15][C:13](N)=[CH:12][C:11]=1[O:17][CH3:18].[I-:23].[K+], predict the reaction product. The product is: [Cl:22][C:21]1[CH:20]=[CH:19][C:8]([O:9][C:10]2[CH:16]=[CH:15][C:13]([I:23])=[CH:12][C:11]=2[O:17][CH3:18])=[CH:7][C:6]=1[Cl:5]. (2) Given the reactants [CH2:1]([N:3]([CH2:11][C:12](=[O:31])[NH:13][CH2:14][C:15]1[CH:20]=[C:19]([C:21]2[CH:26]=[CH:25][C:24]([C:27]([F:30])([F:29])[F:28])=[CH:23][CH:22]=2)[N:18]=[CH:17][N:16]=1)C(=O)OC(C)(C)C)[CH3:2].O1CCOCC1, predict the reaction product. The product is: [CH2:1]([NH:3][CH2:11][C:12]([NH:13][CH2:14][C:15]1[CH:20]=[C:19]([C:21]2[CH:26]=[CH:25][C:24]([C:27]([F:29])([F:30])[F:28])=[CH:23][CH:22]=2)[N:18]=[CH:17][N:16]=1)=[O:31])[CH3:2]. (3) Given the reactants [CH2:1]([C:3]1[CH:9]=[CH:8][C:6]([NH2:7])=[CH:5][CH:4]=1)[CH3:2].[F:10][C:11]1[C:16]([F:17])=[CH:15][CH:14]=[C:13]([F:18])[C:12]=1Br.C1C=CC(P(C2C(C3C(P(C4C=CC=CC=4)C4C=CC=CC=4)=CC=C4C=3C=CC=C4)=C3C(C=CC=C3)=CC=2)C2C=CC=CC=2)=CC=1.CC(C)([O-])C.[Na+], predict the reaction product. The product is: [F:10][C:11]1[C:16]([F:17])=[CH:15][CH:14]=[C:13]([F:18])[C:12]=1[NH:7][C:6]1[CH:8]=[CH:9][C:3]([CH2:1][CH3:2])=[CH:4][CH:5]=1. (4) Given the reactants C(O[BH-](OC(=O)C)OC(=O)C)(=O)C.[Na+].[NH2:15][CH:16]([CH2:21][CH:22]=[CH2:23])[C:17]([O:19][CH3:20])=[O:18].C(O)(=O)C.O=[C:29]1[CH2:34][CH2:33][N:32]([C:35]([O:37][CH2:38][C:39]2[CH:44]=[CH:43][CH:42]=[CH:41][CH:40]=2)=[O:36])[CH2:31][CH2:30]1, predict the reaction product. The product is: [CH3:20][O:19][C:17]([CH:16]([NH:15][CH:29]1[CH2:34][CH2:33][N:32]([C:35]([O:37][CH2:38][C:39]2[CH:40]=[CH:41][CH:42]=[CH:43][CH:44]=2)=[O:36])[CH2:31][CH2:30]1)[CH2:21][CH:22]=[CH2:23])=[O:18]. (5) Given the reactants [C:1]([C:3]1[CH:4]=[C:5](B(O)O)[CH:6]=[CH:7][CH:8]=1)#[N:2].[C:12]([C@@H:14]([NH:23][C:24](=[O:30])[O:25][C:26]([CH3:29])([CH3:28])[CH3:27])[CH2:15][C:16]1[CH:21]=[CH:20][C:19](I)=[CH:18][CH:17]=1)#[N:13].C(=O)([O-])[O-].[K+].[K+], predict the reaction product. The product is: [C:12]([C@@H:14]([NH:23][C:24](=[O:30])[O:25][C:26]([CH3:28])([CH3:27])[CH3:29])[CH2:15][C:16]1[CH:21]=[CH:20][C:19]([C:5]2[CH:6]=[CH:7][CH:8]=[C:3]([C:1]#[N:2])[CH:4]=2)=[CH:18][CH:17]=1)#[N:13]. (6) Given the reactants [CH2:1]([NH:3][C:4](=[O:44])[NH:5][C:6]1[N:11]=[CH:10][C:9]([C:12]2[CH:13]=[N:14][CH:15]=[C:16]([C:18]3[O:22][C:21]([C@@H:23]([NH:27]C(=O)OC(C)(C)C)[CH:24]([CH3:26])[CH3:25])=[N:20][N:19]=3)[CH:17]=2)=[C:8]([N:35]2[CH:39]=[CH:38][C:37]([C:40]([F:43])([F:42])[F:41])=[N:36]2)[CH:7]=1)[CH3:2].Cl.[OH-].[Na+], predict the reaction product. The product is: [NH2:27][CH:23]([C:21]1[O:22][C:18]([C:16]2[CH:17]=[C:12]([C:9]3[CH:10]=[N:11][C:6]([NH:5][C:4]([NH:3][CH2:1][CH3:2])=[O:44])=[CH:7][C:8]=3[N:35]3[CH:39]=[CH:38][C:37]([C:40]([F:42])([F:41])[F:43])=[N:36]3)[CH:13]=[N:14][CH:15]=2)=[N:19][N:20]=1)[CH:24]([CH3:26])[CH3:25]. (7) The product is: [CH2:17]([N:24]1[CH2:29][CH2:28][N:27]([CH:2]2[CH2:16][CH:5]3[CH2:6][N:7]([C:9]([O:11][C:12]([CH3:15])([CH3:14])[CH3:13])=[O:10])[CH2:8][CH:4]3[CH2:3]2)[CH2:26][CH2:25]1)[C:18]1[CH:19]=[CH:20][CH:21]=[CH:22][CH:23]=1. Given the reactants O=[C:2]1[CH2:16][CH:5]2[CH2:6][N:7]([C:9]([O:11][C:12]([CH3:15])([CH3:14])[CH3:13])=[O:10])[CH2:8][CH:4]2[CH2:3]1.[CH2:17]([N:24]1[CH2:29][CH2:28][NH:27][CH2:26][CH2:25]1)[C:18]1[CH:23]=[CH:22][CH:21]=[CH:20][CH:19]=1.[BH4-].[Na+], predict the reaction product.